This data is from Forward reaction prediction with 1.9M reactions from USPTO patents (1976-2016). The task is: Predict the product of the given reaction. (1) Given the reactants Cl.[N:2]1[C:11]2[C:6](=[CH:7][C:8](OB(O)O)=[CH:9][CH:10]=2)[N:5]=[CH:4][CH:3]=1.C(=O)([O-])[O-].[Na+].[Na+].Br[C:23]1[CH:24]=[N:25][N:26]([C:29]2[CH:34]=[CH:33][CH:32]=[CH:31][C:30]=2[CH3:35])[C:27]=1[NH2:28].O, predict the reaction product. The product is: [N:2]1[C:11]2[C:6](=[CH:7][C:8]([C:23]3[CH:24]=[N:25][N:26]([C:29]4[CH:34]=[CH:33][CH:32]=[CH:31][C:30]=4[CH3:35])[C:27]=3[NH2:28])=[CH:9][CH:10]=2)[N:5]=[CH:4][CH:3]=1. (2) Given the reactants [C:1]([OH:8])(=[O:7])[CH2:2][CH2:3][C:4]([OH:6])=[O:5].O.O.O.O.O.O.[C:15]([O-:22])(=[O:21])[CH2:16][CH2:17][C:18]([O-:20])=[O:19].[Na+:23].[Na+], predict the reaction product. The product is: [C:1]([OH:8])(=[O:7])[CH2:2][CH2:3][C:4]([OH:6])=[O:5].[C:15]([O-:22])(=[O:21])[CH2:16][CH2:17][C:18]([O-:20])=[O:19].[Na+:23].[Na+:23]. (3) Given the reactants [CH:1]([N:4]([C:11]([C:13]1[N:22]=[C:21]2[N:15]([CH2:16][CH2:17][O:18][C:19]3[CH:26]=[C:25]([Br:27])[CH:24]=[CH:23][C:20]=32)[CH:14]=1)=O)[NH:5][C:6](=O)[CH2:7][O:8][CH3:9])([CH3:3])[CH3:2].C(O)(=O)C.[Cl-].[NH4+:33], predict the reaction product. The product is: [Br:27][C:25]1[CH:24]=[CH:23][C:20]2[C:21]3[N:15]([CH2:16][CH2:17][O:18][C:19]=2[CH:26]=1)[CH:14]=[C:13]([C:11]1[N:4]([CH:1]([CH3:3])[CH3:2])[N:5]=[C:6]([CH2:7][O:8][CH3:9])[N:33]=1)[N:22]=3. (4) Given the reactants [NH2:1][C:2]1[S:3][C:4]([C:8]([NH:10][CH2:11][C:12]2[CH:17]=[CH:16][CH:15]=[CH:14][CH:13]=2)=[O:9])=[C:5]([CH3:7])[N:6]=1.[C:18](N1C=CN=C1)(N1C=CN=C1)=[O:19].[F:30][C:31]1[CH:44]=[CH:43][C:34]([CH2:35][NH:36][CH2:37][CH:38]([O:41][CH3:42])[O:39][CH3:40])=[CH:33][CH:32]=1, predict the reaction product. The product is: [CH2:11]([NH:10][C:8]([C:4]1[S:3][C:2]([NH:1][C:18]([N:36]([CH2:37][CH:38]([O:39][CH3:40])[O:41][CH3:42])[CH2:35][C:34]2[CH:33]=[CH:32][C:31]([F:30])=[CH:44][CH:43]=2)=[O:19])=[N:6][C:5]=1[CH3:7])=[O:9])[C:12]1[CH:17]=[CH:16][CH:15]=[CH:14][CH:13]=1. (5) Given the reactants Cl[C:2]1[CH:9]=[CH:8][C:7]([C:10]([F:13])([F:12])[F:11])=[CH:6][C:3]=1[C:4]#[N:5].[C:14]([O:18][CH3:19])(=[O:17])[CH2:15][SH:16].C(=O)([O-])[O-].[K+].[K+].CN(C)C=O, predict the reaction product. The product is: [NH2:5][C:4]1[C:3]2[CH:6]=[C:7]([C:10]([F:13])([F:12])[F:11])[CH:8]=[CH:9][C:2]=2[S:16][C:15]=1[C:14]([O:18][CH3:19])=[O:17].